From a dataset of Forward reaction prediction with 1.9M reactions from USPTO patents (1976-2016). Predict the product of the given reaction. (1) The product is: [Cl:1][C:2]1[C:3]([O:12][C:13]2[CH:18]=[CH:17][C:16]([Cl:19])=[C:15]([C:20]([F:23])([F:22])[F:21])[CH:14]=2)=[CH:4][C:5]([F:11])=[C:6]([CH:10]=1)[C:7]([NH:40][S:37]([CH3:36])(=[O:39])=[O:38])=[O:8]. Given the reactants [Cl:1][C:2]1[C:3]([O:12][C:13]2[CH:18]=[CH:17][C:16]([Cl:19])=[C:15]([C:20]([F:23])([F:22])[F:21])[CH:14]=2)=[CH:4][C:5]([F:11])=[C:6]([CH:10]=1)[C:7](O)=[O:8].CCN=C=NCCCN(C)C.Cl.[CH3:36][S:37]([NH2:40])(=[O:39])=[O:38].Cl, predict the reaction product. (2) Given the reactants C(=O)([O-])[O-].[Na+].[Na+].Br.Br.[CH3:9][C:10]1([CH3:38])[C:19]2[C:14](=[C:15]3[CH2:22][C:21]([CH3:24])([CH3:23])[O:20][C:16]3=[CH:17][CH:18]=2)[C:13]([C:25]2[CH:26]=[C:27]([C:31]3[CH:36]=[CH:35][C:34]([NH2:37])=[CH:33][CH:32]=3)[CH:28]=[CH:29][CH:30]=2)=[N:12][CH2:11]1.[C:39](Cl)(=[O:41])[CH3:40], predict the reaction product. The product is: [CH3:9][C:10]1([CH3:38])[C:19]2[C:14](=[C:15]3[CH2:22][C:21]([CH3:23])([CH3:24])[O:20][C:16]3=[CH:17][CH:18]=2)[C:13]([C:25]2[CH:26]=[C:27]([C:31]3[CH:32]=[CH:33][C:34]([NH:37][C:39](=[O:41])[CH3:40])=[CH:35][CH:36]=3)[CH:28]=[CH:29][CH:30]=2)=[N:12][CH2:11]1. (3) Given the reactants [Cl:1][C:2]1[C:6]([NH:7][C:8](=[O:10])[CH3:9])=[CH:5][N:4]([C:11]2[CH:12]=[N:13][CH:14]=[CH:15][CH:16]=2)[N:3]=1.O1CC[CH2:19][CH2:18]1.CC(C)([O-])C.[Na+].BrCC, predict the reaction product. The product is: [Cl:1][C:2]1[C:6]([N:7]([CH2:18][CH3:19])[C:8](=[O:10])[CH3:9])=[CH:5][N:4]([C:11]2[CH:12]=[N:13][CH:14]=[CH:15][CH:16]=2)[N:3]=1. (4) Given the reactants [C:1]([O:5][C:6]([NH:8][C:9]1([C:14]([OH:16])=O)[CH2:13][CH2:12][CH2:11][CH2:10]1)=[O:7])([CH3:4])([CH3:3])[CH3:2].O[N:18]1C2C=CC=CC=2N=N1.Cl.C(N=C=NCCCN(C)C)C.N, predict the reaction product. The product is: [C:1]([O:5][C:6]([NH:8][C:9]1([C:14]([NH2:18])=[O:16])[CH2:13][CH2:12][CH2:11][CH2:10]1)=[O:7])([CH3:4])([CH3:3])[CH3:2]. (5) Given the reactants [C:1]([C:3]1[C:4]([C:13]2[C:21]3[C:16](=[N:17][CH:18]=[C:19]([NH:22]C(=O)OCC4C=CC=CC=4)[CH:20]=3)[N:15]([S:33]([C:36]3[CH:42]=[CH:41][C:39]([CH3:40])=[CH:38][CH:37]=3)(=[O:35])=[O:34])[CH:14]=2)=[N:5][C:6]([NH:9][CH:10]([CH3:12])[CH3:11])=[N:7][CH:8]=1)#[N:2].C([O-])=O.[NH4+], predict the reaction product. The product is: [NH2:22][C:19]1[CH:20]=[C:21]2[C:13]([C:4]3[C:3]([C:1]#[N:2])=[CH:8][N:7]=[C:6]([NH:9][CH:10]([CH3:11])[CH3:12])[N:5]=3)=[CH:14][N:15]([S:33]([C:36]3[CH:37]=[CH:38][C:39]([CH3:40])=[CH:41][CH:42]=3)(=[O:34])=[O:35])[C:16]2=[N:17][CH:18]=1.